This data is from Reaction yield outcomes from USPTO patents with 853,638 reactions. The task is: Predict the reaction yield, written as a fraction of the theoretical maximum amount of product (1.0 means a 100% yield; for example, 0.34 means a 34% yield). (1) The reactants are [Br:1][C:2]1[CH:3]=[CH:4][C:5]([F:11])=[C:6]([CH:10]=1)[C:7]([OH:9])=O.[NH2:12][C:13]1[C:14]([CH3:24])=[C:15]([CH:20]=[CH:21][C:22]=1[CH3:23])[C:16]([O:18][CH3:19])=[O:17].C(N(CC)C(C)C)(C)C.CCCP1(OP(CCC)(=O)OP(CCC)(=O)O1)=O. The catalyst is C(Cl)Cl. The product is [Br:1][C:2]1[CH:3]=[CH:4][C:5]([F:11])=[C:6]([CH:10]=1)[C:7]([NH:12][C:13]1[C:14]([CH3:24])=[C:15]([CH:20]=[CH:21][C:22]=1[CH3:23])[C:16]([O:18][CH3:19])=[O:17])=[O:9]. The yield is 0.518. (2) The reactants are C(OC(=O)[NH:7][C@H:8]([C:19](=[S:21])[NH2:20])[CH2:9][C:10]1[CH:15]=[CH:14][C:13]([N+:16]([O-:18])=[O:17])=[CH:12][CH:11]=1)(C)(C)C.Br[CH2:24][C:25](=O)[CH2:26][CH3:27].C(OCC)C. The catalyst is CC#N. The product is [CH2:26]([C:25]1[N:20]=[C:19]([C@@H:8]([NH2:7])[CH2:9][C:10]2[CH:11]=[CH:12][C:13]([N+:16]([O-:18])=[O:17])=[CH:14][CH:15]=2)[S:21][CH:24]=1)[CH3:27]. The yield is 0.900. (3) The reactants are [CH3:1][C:2]([O:5][C:6]([NH:8][C@H:9]([C:18](O)=[O:19])[CH2:10][C:11]1[CH:16]=[CH:15][CH:14]=[C:13]([F:17])[CH:12]=1)=[O:7])([CH3:4])[CH3:3].B.C1COCC1. The catalyst is C1COCC1. The product is [F:17][C:13]1[CH:12]=[C:11]([CH2:10][C@H:9]([NH:8][C:6](=[O:7])[O:5][C:2]([CH3:3])([CH3:1])[CH3:4])[CH2:18][OH:19])[CH:16]=[CH:15][CH:14]=1. The yield is 0.740. (4) The reactants are [S:1]1[CH2:6][CH2:5][CH2:4][S:3][CH2:2]1.[Li]CCCC.[CH3:12][O:13][CH2:14][CH2:15]Br. The catalyst is C1COCC1. The product is [CH3:12][O:13][CH2:14][CH2:15][CH:2]1[S:3][CH2:4][CH2:5][CH2:6][S:1]1. The yield is 0.960. (5) The reactants are [C:1]1([C:11]([CH2:13][C:14]([O:16]CC)=[O:15])=[O:12])[C:10]2[C:5](=[CH:6][CH:7]=[CH:8][CH:9]=2)[CH:4]=[CH:3][CH:2]=1.[F:19][C:20]([F:30])([F:29])[C:21]1[CH:28]=[CH:27][C:24]([CH2:25]Br)=[CH:23][CH:22]=1.[BH4-].[Na+].Cl.[OH-].[Na+]. The catalyst is C(#N)C.CO.[Cl-].[Zn+2].[Cl-]. The product is [OH:12][CH:11]([C:1]1[C:10]2[C:5](=[CH:6][CH:7]=[CH:8][CH:9]=2)[CH:4]=[CH:3][CH:2]=1)[CH:13]([CH2:25][C:24]1[CH:23]=[CH:22][C:21]([C:20]([F:19])([F:29])[F:30])=[CH:28][CH:27]=1)[C:14]([OH:16])=[O:15]. The yield is 0.160. (6) The reactants are O.S(=O)(=O)(O)O.[NH2:7][C@H:8]1[C:13]2[CH:14]=[C:15]([C:18](=[O:20])[CH3:19])[CH:16]=[CH:17][C:12]=2[O:11][C:10]([CH3:22])([CH3:21])[C@H:9]1[OH:23].[OH-].[Na+].[CH3:26][C:27]([O:30][C:31](O[C:31]([O:30][C:27]([CH3:29])([CH3:28])[CH3:26])=[O:32])=[O:32])([CH3:29])[CH3:28]. The catalyst is C1COCC1.O. The product is [C:18]([C:15]1[CH:16]=[CH:17][C:12]2[O:11][C:10]([CH3:22])([CH3:21])[C@@H:9]([OH:23])[C@@H:8]([NH:7][C:31](=[O:32])[O:30][C:27]([CH3:29])([CH3:28])[CH3:26])[C:13]=2[CH:14]=1)(=[O:20])[CH3:19]. The yield is 0.978.